From a dataset of Forward reaction prediction with 1.9M reactions from USPTO patents (1976-2016). Predict the product of the given reaction. (1) Given the reactants [CH3:1][O:2][CH2:3][CH2:4][C:5]1[CH:6]=[CH:7][C:8]2[O:12][C:11]([C:13]3[CH:18]=[CH:17][C:16]([O:19]COC)=[C:15]([O:23][CH3:24])[CH:14]=3)=[C:10]([S:25][CH3:26])[C:9]=2[CH:27]=1.FC(F)(F)C(O)=O.C(=O)([O-])O.[Na+].O, predict the reaction product. The product is: [CH3:24][O:23][C:15]1[CH:14]=[C:13]([C:11]2[O:12][C:8]3[CH:7]=[CH:6][C:5]([CH2:4][CH2:3][O:2][CH3:1])=[CH:27][C:9]=3[C:10]=2[S:25][CH3:26])[CH:18]=[CH:17][C:16]=1[OH:19]. (2) Given the reactants [F:1][CH:2]([F:25])[O:3][C:4]1[CH:24]=[CH:23][C:7]2[NH:8][C:9]([S:11][CH2:12][C:13]3[C:18]([O:19][CH3:20])=[C:17]([O:21][CH3:22])[CH:16]=[CH:15][N:14]=3)=[N:10][C:6]=2[CH:5]=1.[O-:26]S([O-])(=S)=O.[Na+].[Na+], predict the reaction product. The product is: [CH3:22][O:21][C:17]1[CH:16]=[CH:15][N:14]=[C:13]([CH2:12][S+:11]([O-:26])[C:9]2[NH:8][C:7]3[CH:23]=[CH:24][C:4]([O:3][CH:2]([F:1])[F:25])=[CH:5][C:6]=3[N:10]=2)[C:18]=1[O:19][CH3:20].